This data is from NCI-60 drug combinations with 297,098 pairs across 59 cell lines. The task is: Regression. Given two drug SMILES strings and cell line genomic features, predict the synergy score measuring deviation from expected non-interaction effect. (1) Drug 1: COC1=CC(=CC(=C1O)OC)C2C3C(COC3=O)C(C4=CC5=C(C=C24)OCO5)OC6C(C(C7C(O6)COC(O7)C8=CC=CS8)O)O. Drug 2: CC1C(C(CC(O1)OC2CC(CC3=C2C(=C4C(=C3O)C(=O)C5=CC=CC=C5C4=O)O)(C(=O)C)O)N)O. Cell line: LOX IMVI. Synergy scores: CSS=50.0, Synergy_ZIP=-3.03, Synergy_Bliss=-2.28, Synergy_Loewe=2.03, Synergy_HSA=3.88. (2) Drug 1: C1=CN(C(=O)N=C1N)C2C(C(C(O2)CO)O)O.Cl. Drug 2: CNC(=O)C1=NC=CC(=C1)OC2=CC=C(C=C2)NC(=O)NC3=CC(=C(C=C3)Cl)C(F)(F)F. Cell line: OVCAR3. Synergy scores: CSS=3.42, Synergy_ZIP=-3.65, Synergy_Bliss=3.92, Synergy_Loewe=-11.3, Synergy_HSA=-1.10. (3) Drug 1: CN1C(=O)N2C=NC(=C2N=N1)C(=O)N. Drug 2: CN(C(=O)NC(C=O)C(C(C(CO)O)O)O)N=O. Cell line: HCT116. Synergy scores: CSS=-0.748, Synergy_ZIP=-1.38, Synergy_Bliss=-4.49, Synergy_Loewe=-1.01, Synergy_HSA=-3.76.